Task: Binary Classification. Given a drug SMILES string, predict its activity (active/inactive) in a high-throughput screening assay against a specified biological target.. Dataset: Choline transporter screen with 302,306 compounds (1) The compound is O(c1cc(ccc1OC)C(=O)/C=C\Nc1ccc(NC(=O)C)cc1)C. The result is 0 (inactive). (2) The compound is Clc1cc(N)c(N2CCCCCC2)cc1. The result is 0 (inactive).